This data is from Full USPTO retrosynthesis dataset with 1.9M reactions from patents (1976-2016). The task is: Predict the reactants needed to synthesize the given product. (1) Given the product [F:13][C:11]1[C:5]2[O:6][CH2:7][C:8](=[O:10])[NH:9][C:4]=2[CH:3]=[C:2]([B:14]2[O:18][C:17]([CH3:20])([CH3:19])[C:16]([CH3:22])([CH3:21])[O:15]2)[CH:12]=1, predict the reactants needed to synthesize it. The reactants are: Br[C:2]1[CH:12]=[C:11]([F:13])[C:5]2[O:6][CH2:7][C:8](=[O:10])[NH:9][C:4]=2[CH:3]=1.[B:14]1([B:14]2[O:18][C:17]([CH3:20])([CH3:19])[C:16]([CH3:22])([CH3:21])[O:15]2)[O:18][C:17]([CH3:20])([CH3:19])[C:16]([CH3:22])([CH3:21])[O:15]1.CC([O-])=O.[K+]. (2) Given the product [Cl:23][C:24]1[CH:25]=[C:26]([NH:30][C:31]([NH:1][C:2]2[CH:22]=[CH:21][C:5]([O:6][C:7]3[CH:20]=[CH:19][C:10]4[NH:11][C:12]([NH:14][C:15](=[O:18])[O:16][CH3:17])=[N:13][C:9]=4[CH:8]=3)=[CH:4][CH:3]=2)=[O:32])[CH:27]=[CH:28][CH:29]=1, predict the reactants needed to synthesize it. The reactants are: [NH2:1][C:2]1[CH:22]=[CH:21][C:5]([O:6][C:7]2[CH:20]=[CH:19][C:10]3[NH:11][C:12]([NH:14][C:15](=[O:18])[O:16][CH3:17])=[N:13][C:9]=3[CH:8]=2)=[CH:4][CH:3]=1.[Cl:23][C:24]1[CH:25]=[C:26]([N:30]=[C:31]=[O:32])[CH:27]=[CH:28][CH:29]=1.C(OCC)C.